This data is from Full USPTO retrosynthesis dataset with 1.9M reactions from patents (1976-2016). The task is: Predict the reactants needed to synthesize the given product. (1) The reactants are: [Li+].[OH-].C([O:5][C:6]([C:8]1[NH:9][C:10](=[O:35])[N:11]([CH:19]2[CH2:24][CH2:23][CH2:22][N:21]([C:25]([O:27][CH2:28][C:29]3[CH:34]=[CH:33][CH:32]=[CH:31][CH:30]=3)=[O:26])[CH2:20]2)[C:12]=1[C:13]1[CH:18]=[CH:17][CH:16]=[CH:15][CH:14]=1)=[O:7])C.Cl. Given the product [CH2:28]([O:27][C:25]([N:21]1[CH2:22][CH2:23][CH2:24][CH:19]([N:11]2[C:12]([C:13]3[CH:18]=[CH:17][CH:16]=[CH:15][CH:14]=3)=[C:8]([C:6]([OH:7])=[O:5])[NH:9][C:10]2=[O:35])[CH2:20]1)=[O:26])[C:29]1[CH:34]=[CH:33][CH:32]=[CH:31][CH:30]=1, predict the reactants needed to synthesize it. (2) The reactants are: B.O1CC[CH2:4][CH2:3]1.O1CCCC1.ClC1C=CC([C@H]2N3C(SC(C(N4[CH2:47][C@H:46](F)[CH2:45][C@H:33]4[C:34]([N:36]4[CH2:43][C:40]5([CH2:42][CH2:41]5)[NH:39][CH2:38][C@@H:37]4C)=O)=O)=C3C(C)C)=N[C@]2(C2C=NC(Cl)=CC=2)C)=CC=1F.CO. Given the product [CH2:34]([N:36]1[CH2:43][C:40]2([CH2:41][CH2:42]2)[NH:39][CH2:38][CH2:37]1)[C:33]1[CH:45]=[CH:46][CH:47]=[CH:4][CH:3]=1, predict the reactants needed to synthesize it. (3) Given the product [NH2:14][C:12]1[CH:13]=[C:5]([S:2]([CH3:1])(=[O:3])=[O:4])[CH:6]=[C:7]2[C:11]=1[N:10]([CH2:17][C:18]1[CH:23]=[CH:22][C:21]([CH:24]3[CH2:29][CH2:28][N:27]([C:30]([O:32][C:33]([CH3:35])([CH3:36])[CH3:34])=[O:31])[CH2:26][CH2:25]3)=[CH:20][N:19]=1)[CH:9]=[CH:8]2, predict the reactants needed to synthesize it. The reactants are: [CH3:1][S:2]([C:5]1[CH:6]=[C:7]2[C:11](=[C:12]([N+:14]([O-])=O)[CH:13]=1)[N:10]([CH2:17][C:18]1[CH:23]=[CH:22][C:21]([CH:24]3[CH2:29][CH2:28][N:27]([C:30]([O:32][C:33]([CH3:36])([CH3:35])[CH3:34])=[O:31])[CH2:26][CH2:25]3)=[CH:20][N:19]=1)[CH:9]=[CH:8]2)(=[O:4])=[O:3]. (4) The reactants are: C[O:2][C:3]([C:5]1[C:13]2[N:12]=[C:11]([C:14]3[CH:19]=[CH:18][CH:17]=[CH:16][C:15]=3[C:20]([F:23])([F:22])[F:21])[NH:10][C:9]=2[CH:8]=[C:7]([N:24]2[CH2:29][CH2:28][O:27][CH2:26][CH2:25]2)[CH:6]=1)=[O:4].Cl. Given the product [N:24]1([C:7]2[CH:6]=[C:5]([C:3]([OH:4])=[O:2])[C:13]3[N:12]=[C:11]([C:14]4[CH:19]=[CH:18][CH:17]=[CH:16][C:15]=4[C:20]([F:21])([F:23])[F:22])[NH:10][C:9]=3[CH:8]=2)[CH2:25][CH2:26][O:27][CH2:28][CH2:29]1, predict the reactants needed to synthesize it. (5) Given the product [CH:1]12[O:8][CH:5]([CH2:6][CH2:7]1)[CH2:4][N:3]([C:9]1[N:14]=[C:13]([Cl:15])[N:12]=[C:11]([NH:16][CH:17]([CH3:18])[CH3:19])[C:10]=1[NH2:20])[CH2:2]2.[CH3:4][N:3]([CH3:9])[CH2:2][CH2:1][C:26]([O-:27])=[O:23], predict the reactants needed to synthesize it. The reactants are: [CH:1]12[O:8][CH:5]([CH2:6][CH2:7]1)[CH2:4][N:3]([C:9]1[N:14]=[C:13]([Cl:15])[N:12]=[C:11]([NH:16][CH:17]([CH3:19])[CH3:18])[C:10]=1[N+:20]([O-])=O)[CH2:2]2.[OH2:23].NN.[CH3:26][OH:27]. (6) The reactants are: C[N:2]1[CH2:7][CH2:6]O[CH2:4][CH2:3]1.[Cl:8][C:9]1[CH:10]=[C:11]2[C:16](=[CH:17][CH:18]=1)[CH:15]=[C:14]([C:19]([OH:21])=O)[CH:13]=[CH:12]2.F[P-](F)(F)(F)(F)F.N1(OC(N(C)C)=[N+](C)C)C2[N:34]=[CH:35][CH:36]=[CH:37][C:32]=2N=N1.[NH:46]1[C:50]2[CH:51]=[CH:52][C:53]([C:55]([OH:57])=O)=[CH:54][C:49]=2[N:48]=[N:47]1. Given the product [NH:46]1[C:50]2[CH:51]=[CH:52][C:53]([C:55]([N:34]3[CH2:35][C@@H:36]4[C@@H:6]5[C@H:4]([C@@H:37]4[CH2:32]3)[CH2:3][N:2]([C:19]([C:14]3[CH:13]=[CH:12][C:11]4[C:16](=[CH:17][CH:18]=[C:9]([Cl:8])[CH:10]=4)[CH:15]=3)=[O:21])[CH2:7]5)=[O:57])=[CH:54][C:49]=2[N:48]=[N:47]1, predict the reactants needed to synthesize it. (7) Given the product [CH2:1]([O:2][C:3](=[O:13])[CH:4]([CH3:12])[CH2:5][N:6]([C:17]1[C:18]([N+:22]([O-:24])=[O:23])=[CH:19][N:20]=[C:15]([Cl:14])[N:16]=1)[CH2:7][CH2:8][CH:9]([CH3:10])[CH3:11])[CH3:25], predict the reactants needed to synthesize it. The reactants are: [CH3:1][O:2][C:3](=[O:13])[CH:4]([CH3:12])[CH2:5][NH:6][CH2:7][CH2:8][CH:9]([CH3:11])[CH3:10].[Cl:14][C:15]1[N:20]=[C:19](Cl)[C:18]([N+:22]([O-:24])=[O:23])=[CH:17][N:16]=1.[C:25](=O)(O)[O-].[K+]. (8) Given the product [CH3:22][O:23][C:4]1[CH:3]=[C:2]([N:19]2[CH2:20][CH2:21][N:16]([S:13]([CH3:12])(=[O:15])=[O:14])[CH2:17][CH2:18]2)[CH:7]=[CH:6][C:5]=1[N+:8]([O-:10])=[O:9], predict the reactants needed to synthesize it. The reactants are: F[C:2]1[CH:7]=[CH:6][C:5]([N+:8]([O-:10])=[O:9])=[C:4](C)[CH:3]=1.[CH3:12][S:13]([N:16]1[CH2:21][CH2:20][NH:19][CH2:18][CH2:17]1)(=[O:15])=[O:14].[C:22](=O)([O-])[O-:23].[K+].[K+].O.